From a dataset of Catalyst prediction with 721,799 reactions and 888 catalyst types from USPTO. Predict which catalyst facilitates the given reaction. (1) Reactant: [CH3:1][C:2]1[NH:3][C:4]2[C:9]([CH:10]=1)=[CH:8][CH:7]=[CH:6][CH:5]=2.I[C:12]1[CH:17]=[CH:16][C:15]([O:18][CH3:19])=[CH:14][CH:13]=1.N[C@@H]1CCCC[C@H]1N.[O-]P([O-])([O-])=O.[K+].[K+].[K+]. The catalyst class is: 185. Product: [CH3:19][O:18][C:15]1[CH:16]=[CH:17][C:12]([N:3]2[C:4]3[C:9](=[CH:8][CH:7]=[CH:6][CH:5]=3)[CH:10]=[C:2]2[CH3:1])=[CH:13][CH:14]=1. (2) Reactant: [CH:1]([NH:3][CH2:4][C:5]([NH:7][CH2:8][CH2:9][C:10]1[CH:15]=[CH:14][C:13]([O:16][CH:17]([CH3:19])[CH3:18])=[C:12]([O:20][CH3:21])[CH:11]=1)=O)=O.O=P(Cl)(Cl)Cl. Product: [CH:17]([O:16][C:13]1[CH:14]=[C:15]2[C:10]([CH2:9][CH2:8][N:7]3[CH:1]=[N:3][CH:4]=[C:5]32)=[CH:11][C:12]=1[O:20][CH3:21])([CH3:19])[CH3:18]. The catalyst class is: 10.